From a dataset of Peptide-MHC class II binding affinity with 134,281 pairs from IEDB. Regression. Given a peptide amino acid sequence and an MHC pseudo amino acid sequence, predict their binding affinity value. This is MHC class II binding data. (1) The peptide sequence is EVIPTAFKIGKTYTP. The MHC is DRB1_0301 with pseudo-sequence DRB1_0301. The binding affinity (normalized) is 0.0394. (2) The peptide sequence is CTKEEFIAKVRSHAA. The MHC is DRB1_0301 with pseudo-sequence DRB1_0301. The binding affinity (normalized) is 0.339.